This data is from Catalyst prediction with 721,799 reactions and 888 catalyst types from USPTO. The task is: Predict which catalyst facilitates the given reaction. (1) Reactant: [OH:1][C:2]1[CH:7]=[CH:6][C:5]([C:8](=[O:10])[CH3:9])=[CH:4][CH:3]=1.C(=O)([O-])[O-].[K+].[K+].[Br:17][CH2:18][CH2:19]Br. Product: [Br:17][CH2:18][CH2:19][O:1][C:2]1[CH:7]=[CH:6][C:5]([C:8](=[O:10])[CH3:9])=[CH:4][CH:3]=1. The catalyst class is: 3. (2) Reactant: [F:1][C:2]1[CH:7]=[CH:6][C:5]([N:8]2[C:12]([C:13]([O:15][CH2:16][CH3:17])=[O:14])=[CH:11][N:10]=[C:9]2/[CH:18]=[CH:19]/[C:20]2[C:25]([F:26])=[CH:24][CH:23]=[C:22]([F:27])[C:21]=2[F:28])=[CH:4][CH:3]=1.[H][H]. Product: [F:1][C:2]1[CH:7]=[CH:6][C:5]([N:8]2[C:12]([C:13]([O:15][CH2:16][CH3:17])=[O:14])=[CH:11][N:10]=[C:9]2[CH2:18][CH2:19][C:20]2[C:25]([F:26])=[CH:24][CH:23]=[C:22]([F:27])[C:21]=2[F:28])=[CH:4][CH:3]=1. The catalyst class is: 29. (3) Product: [C:34]([C:31]1[CH:32]=[CH:33][C:28]([C:27]([C:13]2[O:12][N:11]=[C:10]([C:7]3[CH:8]=[CH:9][C:4]([C:3]([OH:39])=[O:2])=[CH:5][CH:6]=3)[C:14]=2[C:15]2[CH:16]=[CH:17][C:18]([CH:21]3[CH2:22][CH2:23][CH2:24][CH2:25][CH2:26]3)=[CH:19][CH:20]=2)=[O:38])=[CH:29][CH:30]=1)([CH3:37])([CH3:35])[CH3:36]. The catalyst class is: 494. Reactant: C[O:2][C:3](=[O:39])[C:4]1[CH:9]=[CH:8][C:7]([C:10]2[C:14]([C:15]3[CH:20]=[CH:19][C:18]([CH:21]4[CH2:26][CH2:25][CH2:24][CH2:23][CH2:22]4)=[CH:17][CH:16]=3)=[C:13]([C:27](=[O:38])[C:28]3[CH:33]=[CH:32][C:31]([C:34]([CH3:37])([CH3:36])[CH3:35])=[CH:30][CH:29]=3)[O:12][N:11]=2)=[CH:6][CH:5]=1. (4) Reactant: [Cl:1][C:2]1[CH:3]=[C:4]([CH:32]=[CH:33][CH:34]=1)[CH2:5][N:6]1[C:10]2=[C:11]([N:20]3[CH2:29][CH2:28][C:27]4[C:22](=[CH:23][CH:24]=[CH:25][CH:26]=4)[CH2:21]3)[N:12]=[C:13]([C:15]3[NH:19][N:18]=[N:17][N:16]=3)[CH:14]=[C:9]2[C:8]([CH3:30])=[C:7]1[CH3:31].[C:35](=O)([O-])[O-].[K+].[K+].CN(C)C=O.IC. Product: [Cl:1][C:2]1[CH:3]=[C:4]([CH:32]=[CH:33][CH:34]=1)[CH2:5][N:6]1[C:10]2=[C:11]([N:20]3[CH2:29][CH2:28][C:27]4[C:22](=[CH:23][CH:24]=[CH:25][CH:26]=4)[CH2:21]3)[N:12]=[C:13]([C:15]3[N:19]([CH3:35])[N:18]=[N:17][N:16]=3)[CH:14]=[C:9]2[C:8]([CH3:30])=[C:7]1[CH3:31]. The catalyst class is: 6. (5) Reactant: [NH2:1][C:2]1[CH:7]=[CH:6][CH:5]=[C:4]([CH3:8])[N:3]=1.[C:9](OC(=O)C)(=[O:11])[CH3:10]. Product: [CH3:8][C:4]1[N:3]=[C:2]([NH:1][C:9](=[O:11])[CH3:10])[CH:7]=[CH:6][CH:5]=1. The catalyst class is: 217. (6) Reactant: [OH:1][CH2:2][C@@H:3]([NH:10][C:11]([C:13]1[NH:14][CH:15]=[C:16]([C:18](=O)[C:19]([CH2:24]OC)=[CH:20]N(C)C)[CH:17]=1)=[O:12])[C:4]1[CH:9]=[CH:8][CH:7]=[CH:6][CH:5]=1.[NH2:28][C:29]([NH2:31])=[S:30].C(=O)([O-])[O-].[K+].[K+]. Product: [OH:1][CH2:2][C@@H:3]([NH:10][C:11]([C:13]1[NH:14][CH:15]=[C:16]([C:18]2[C:19]([CH3:24])=[CH:20][N:31]=[C:29]([SH:30])[N:28]=2)[CH:17]=1)=[O:12])[C:4]1[CH:5]=[CH:6][CH:7]=[CH:8][CH:9]=1. The catalyst class is: 8. (7) Reactant: [F:1][C:2]1[CH:3]=[CH:4][C:5]([N+:20]([O-])=O)=[C:6]([NH:8][C:9]2[CH:16]=[CH:15][C:14]([CH:17]([CH3:19])[CH3:18])=[CH:13][C:10]=2[C:11]#[N:12])[CH:7]=1.[Sn](Cl)[Cl:24]. Product: [ClH:24].[F:1][C:2]1[CH:3]=[CH:4][C:5]2[N:20]=[C:11]([NH2:12])[C:10]3[CH:13]=[C:14]([CH:17]([CH3:19])[CH3:18])[CH:15]=[CH:16][C:9]=3[NH:8][C:6]=2[CH:7]=1. The catalyst class is: 361. (8) Product: [CH2:2]([N:8]1[CH2:9][CH2:10][CH2:11][N:5]([C:12]2[CH:13]=[CH:14][C:15]([C:16]([O:18][CH2:19][CH3:20])=[O:17])=[CH:21][CH:22]=2)[CH2:6][CH2:7]1)[CH:3]=[CH2:4]. The catalyst class is: 4. Reactant: Br[CH2:2][CH:3]=[CH2:4].[N:5]1([C:12]2[CH:22]=[CH:21][C:15]([C:16]([O:18][CH2:19][CH3:20])=[O:17])=[CH:14][CH:13]=2)[CH2:11][CH2:10][CH2:9][NH:8][CH2:7][CH2:6]1.CCN(C(C)C)C(C)C. (9) Reactant: [OH-].[Li+].[C:3]1([S:9]([CH2:12][C:13]2[C:18]([C:19]([O:21]CC)=[O:20])=[C:17]([O:24][CH3:25])[C:16]([CH2:26][CH2:27][CH3:28])=[CH:15][CH:14]=2)(=[O:11])=[O:10])[CH:8]=[CH:7][CH:6]=[CH:5][CH:4]=1.C(O)=O. Product: [C:3]1([S:9]([CH2:12][C:13]2[C:18]([C:19]([OH:21])=[O:20])=[C:17]([O:24][CH3:25])[C:16]([CH2:26][CH2:27][CH3:28])=[CH:15][CH:14]=2)(=[O:11])=[O:10])[CH:4]=[CH:5][CH:6]=[CH:7][CH:8]=1. The catalyst class is: 12. (10) Reactant: [F:1][C:2]([F:24])([F:23])[O:3][C:4]1[CH:22]=[CH:21][CH:20]=[CH:19][C:5]=1[C:6]([NH:8][C:9]1[S:13][N:12]=[C:11]([C:14]([O:16]CC)=[O:15])[N:10]=1)=[O:7].[Li+].[OH-].Cl. Product: [F:24][C:2]([F:1])([F:23])[O:3][C:4]1[CH:22]=[CH:21][CH:20]=[CH:19][C:5]=1[C:6]([NH:8][C:9]1[S:13][N:12]=[C:11]([C:14]([OH:16])=[O:15])[N:10]=1)=[O:7]. The catalyst class is: 88.